Dataset: Forward reaction prediction with 1.9M reactions from USPTO patents (1976-2016). Task: Predict the product of the given reaction. (1) Given the reactants [CH3:1][C:2]1[CH:7]=[CH:6][C:5]([CH3:8])=[CH:4][C:3]=1[C:9]1[C:13]([NH:14][C:15]([C:17]2[CH:18]=[N:19][N:20]3[CH:25]=[CH:24][CH:23]=[N:22][C:21]=23)=[O:16])=[CH:12][NH:11][N:10]=1.IC.[C:28](=O)([O-])[O-].[Cs+].[Cs+], predict the reaction product. The product is: [CH3:1][C:2]1[CH:7]=[CH:6][C:5]([CH3:8])=[CH:4][C:3]=1[C:9]1[N:10]([CH3:28])[N:11]=[CH:12][C:13]=1[NH:14][C:15]([C:17]1[CH:18]=[N:19][N:20]2[CH:25]=[CH:24][CH:23]=[N:22][C:21]=12)=[O:16]. (2) Given the reactants [C:1]1([C:7]2[CH:15]=[C:14]3[C:10]([CH2:11][C:12](=[O:16])[NH:13]3)=[CH:9][CH:8]=2)[CH:6]=[CH:5][CH:4]=[CH:3][CH:2]=1.[N:17]1([CH2:22][CH2:23][O:24][C:25]2[CH:26]=[C:27]3[C:31](=[CH:32][CH:33]=2)[NH:30][C:29]([CH:34]=O)=[CH:28]3)[CH2:21][CH2:20][CH2:19][CH2:18]1.N1CCCCC1, predict the reaction product. The product is: [C:1]1([C:7]2[CH:15]=[C:14]3[C:10]([C:11](=[CH:34][C:29]4[NH:30][C:31]5[C:27]([CH:28]=4)=[CH:26][C:25]([O:24][CH2:23][CH2:22][N:17]4[CH2:21][CH2:20][CH2:19][CH2:18]4)=[CH:33][CH:32]=5)[C:12](=[O:16])[NH:13]3)=[CH:9][CH:8]=2)[CH:2]=[CH:3][CH:4]=[CH:5][CH:6]=1. (3) Given the reactants [Br:1][C:2]1[CH:3]=[C:4]2[C:9](=[CH:10][CH:11]=1)[N:8]=[C:7]([OH:12])[CH:6]=[CH:5]2.I[CH2:14][CH2:15][CH2:16][CH2:17][CH2:18][CH2:19][CH3:20], predict the reaction product. The product is: [Br:1][C:2]1[CH:3]=[C:4]2[C:9](=[CH:10][CH:11]=1)[N:8]=[C:7]([O:12][CH2:14][CH2:15][CH2:16][CH2:17][CH2:18][CH2:19][CH3:20])[CH:6]=[CH:5]2. (4) Given the reactants [N+:1]([C:4]1[CH:9]=[CH:8][C:7]([S:10]([NH:13][CH2:14][CH2:15][CH2:16][C@@H:17]([C:36]([OH:38])=[O:37])[NH:18][C:19]([O:21][CH2:22][CH:23]2[C:35]3[CH:34]=[CH:33][CH:32]=[CH:31][C:30]=3[C:29]3[C:24]2=[CH:25][CH:26]=[CH:27][CH:28]=3)=[O:20])(=[O:12])=[O:11])=[CH:6][CH:5]=1)([O-])=O, predict the reaction product. The product is: [NH2:1][C:4]1[CH:5]=[CH:6][C:7]([S:10]([NH:13][CH2:14][CH2:15][CH2:16][C@@H:17]([C:36]([OH:38])=[O:37])[NH:18][C:19]([O:21][CH2:22][CH:23]2[C:35]3[CH:34]=[CH:33][CH:32]=[CH:31][C:30]=3[C:29]3[C:24]2=[CH:25][CH:26]=[CH:27][CH:28]=3)=[O:20])(=[O:11])=[O:12])=[CH:8][CH:9]=1. (5) Given the reactants [CH3:1][O:2][C:3]1[CH:4]=[C:5]([C:11]2[CH:16]=[CH:15][N:14]=[C:13]([NH:17][CH2:18][C:19]3[CH:27]=[CH:26][C:22]([C:23](O)=[O:24])=[CH:21][CH:20]=3)[N:12]=2)[CH:6]=[CH:7][C:8]=1[O:9][CH3:10].F[P-](F)(F)(F)(F)F.[N:35]1(O[P+](N(C)C)(N(C)C)N(C)C)[C:39]2[CH:40]=[CH:41][CH:42]=[CH:43][C:38]=2[N:37]=N1.C(N(CC)CC)C.C1(N)C=CC=CC=1N, predict the reaction product. The product is: [NH2:35][C:39]1[CH:40]=[CH:41][CH:42]=[CH:43][C:38]=1[NH:37][C:23](=[O:24])[C:22]1[CH:26]=[CH:27][C:19]([CH2:18][NH:17][C:13]2[N:12]=[C:11]([C:5]3[CH:6]=[CH:7][C:8]([O:9][CH3:10])=[C:3]([O:2][CH3:1])[CH:4]=3)[CH:16]=[CH:15][N:14]=2)=[CH:20][CH:21]=1. (6) Given the reactants [Cl:1][C:2]1[CH:3]=[C:4](B(O)O)[CH:5]=[CH:6][CH:7]=1.Cl[C:12]1[N:17]=[C:16]([NH2:18])[N:15]=[C:14]([NH:19][CH2:20][C:21]([F:24])([F:23])[F:22])[CH:13]=1, predict the reaction product. The product is: [Cl:1][C:2]1[CH:3]=[C:4]([C:12]2[N:17]=[C:16]([NH2:18])[N:15]=[C:14]([NH:19][CH2:20][C:21]([F:24])([F:23])[F:22])[CH:13]=2)[CH:5]=[CH:6][CH:7]=1.